Predict the reactants needed to synthesize the given product. From a dataset of Full USPTO retrosynthesis dataset with 1.9M reactions from patents (1976-2016). (1) Given the product [F:4][C:5]1[C:17]([N:18]2[C:22](=[O:23])[N:21]([CH3:24])[C:20]([CH3:25])=[N:19]2)=[CH:16][C:8]2[N:9]=[C:10]([S:12]([CH2:13][CH2:14][CH3:15])(=[O:31])=[O:37])[S:11][C:7]=2[CH:6]=1, predict the reactants needed to synthesize it. The reactants are: ClCCl.[F:4][C:5]1[C:17]([N:18]2[C:22](=[O:23])[N:21]([CH3:24])[C:20]([CH3:25])=[N:19]2)=[CH:16][C:8]2[N:9]=[C:10]([S:12][CH2:13][CH2:14][CH3:15])[S:11][C:7]=2[CH:6]=1.ClC1C=C(C=CC=1)C(OO)=[O:31].[OH2:37]. (2) Given the product [OH:1][C@@H:2]([C:27]([CH3:35])([C:29]1[CH:30]=[CH:31][CH:32]=[CH:33][CH:34]=1)[CH3:28])[C:3]([NH:5][C@H:6]([C:7]([N:9]([CH3:22])[C@@H:10]([CH:19]([CH3:21])[CH3:20])/[CH:11]=[C:12](\[CH3:18])/[C:13]([OH:15])=[O:14])=[O:8])[C:23]([CH3:24])([CH3:25])[CH3:26])=[O:4], predict the reactants needed to synthesize it. The reactants are: [OH:1][C@@H:2]([C:27]([CH3:35])([C:29]1[CH:34]=[CH:33][CH:32]=[CH:31][CH:30]=1)[CH3:28])[C:3]([NH:5][C@@H:6]([C:23]([CH3:26])([CH3:25])[CH3:24])[C:7]([N:9]([CH3:22])[C@@H:10]([CH:19]([CH3:21])[CH3:20])/[CH:11]=[C:12](\[CH3:18])/[C:13]([O:15]CC)=[O:14])=[O:8])=[O:4].O[C@H](C(C)(C1C=CC=CC=1)C)C(N[C@@H](C(C)(C)C)C(N(C)[C@@H](C(C)C)/C=C(\C)/C(OCC)=O)=O)=O.O.O.[OH-].[Li+]. (3) Given the product [Cl:1][C:2]1[CH:7]=[CH:6][C:5]([O:8][C:9]2[CH:14]=[CH:13][C:12]([CH2:15][CH2:16][N+:17]([O-:19])=[O:18])=[CH:11][CH:10]=2)=[CH:4][C:3]=1[C:20]([F:21])([F:22])[F:23], predict the reactants needed to synthesize it. The reactants are: [Cl:1][C:2]1[CH:7]=[CH:6][C:5]([O:8][C:9]2[CH:14]=[CH:13][C:12](/[CH:15]=[CH:16]/[N+:17]([O-:19])=[O:18])=[CH:11][CH:10]=2)=[CH:4][C:3]=1[C:20]([F:23])([F:22])[F:21].[BH4-].[Na+]. (4) Given the product [F:1][C:2]1([F:58])[C:6]2[N:7]([CH2:14][C:15]([NH:17][C@H:18]([C:28]3[N:29]=[C:30]([C:49]#[C:50][CH:61]4[CH2:66][CH2:65][CH2:64][CH2:63][N:62]4[C:67]([O:69][C:70]([CH3:73])([CH3:72])[CH3:71])=[O:68])[CH:31]=[CH:32][C:33]=3[C:34]3[CH:35]=[CH:36][CH:37]=[C:38]4[C:42]=3[N:41]([CH3:43])[N:40]=[C:39]4[NH:44][S:45]([CH3:48])(=[O:47])=[O:46])[CH2:19][C:20]3[CH:21]=[C:22]([F:27])[CH:23]=[C:24]([F:26])[CH:25]=3)=[O:16])[N:8]=[C:9]([C:10]([F:12])([F:13])[F:11])[C:5]=2[C@H:4]2[CH2:57][C@@H:3]12, predict the reactants needed to synthesize it. The reactants are: [F:1][C:2]1([F:58])[C:6]2[N:7]([CH2:14][C:15]([NH:17][C@H:18]([C:28]3[C:33]([C:34]4[CH:35]=[CH:36][CH:37]=[C:38]5[C:42]=4[N:41]([CH3:43])[N:40]=[C:39]5[NH:44][S:45]([CH3:48])(=[O:47])=[O:46])=[CH:32][CH:31]=[C:30]([C:49]#[C:50]C4(O)CCOC4)[N:29]=3)[CH2:19][C:20]3[CH:25]=[C:24]([F:26])[CH:23]=[C:22]([F:27])[CH:21]=3)=[O:16])[N:8]=[C:9]([C:10]([F:13])([F:12])[F:11])[C:5]=2[C@H:4]2[CH2:57][C@@H:3]12.C([CH:61]1[CH2:66][CH2:65][CH2:64][CH2:63][N:62]1[C:67]([O:69][C:70]([CH3:73])([CH3:72])[CH3:71])=[O:68])#C. (5) Given the product [CH2:21]([N:8]([C:6]1[CH:5]=[CH:4][N:3]=[C:2]([NH:23][C@H:24]2[CH2:29][CH2:28][C@H:27]([OH:30])[CH2:26][CH2:25]2)[N:7]=1)[C:9]([C:11]1[CH:20]=[CH:19][C:18]2[C:13](=[CH:14][CH:15]=[CH:16][CH:17]=2)[CH:12]=1)=[O:10])[CH3:22], predict the reactants needed to synthesize it. The reactants are: Cl[C:2]1[N:7]=[C:6]([N:8]([CH2:21][CH3:22])[C:9]([C:11]2[CH:20]=[CH:19][C:18]3[C:13](=[CH:14][CH:15]=[CH:16][CH:17]=3)[CH:12]=2)=[O:10])[CH:5]=[CH:4][N:3]=1.[NH2:23][C@H:24]1[CH2:29][CH2:28][C@H:27]([OH:30])[CH2:26][CH2:25]1.C(O)(C(F)(F)F)=O.